From a dataset of Catalyst prediction with 721,799 reactions and 888 catalyst types from USPTO. Predict which catalyst facilitates the given reaction. (1) Product: [CH2:1]([O:3][C:4]([C:6]1[C:7]([OH:22])=[C:8]2[CH:14]=[CH:13][N:12]([C:16]3[CH:17]=[CH:18][CH:19]=[CH:20][CH:21]=3)[C:9]2=[CH:10][N:11]=1)=[O:5])[CH3:2]. The catalyst class is: 350. Reactant: [CH2:1]([O:3][C:4]([C:6]1[C:7]([OH:22])=[C:8]2[CH:14]=[C:13](Br)[N:12]([C:16]3[CH:21]=[CH:20][CH:19]=[CH:18][CH:17]=3)[C:9]2=[CH:10][N:11]=1)=[O:5])[CH3:2].C([O-])=O.[NH4+]. (2) Reactant: [CH:1]1([NH:4][C:5](=[O:24])[C:6]2[CH:11]=[CH:10][C:9]([CH3:12])=[C:8]([C:13]3[CH:14]=[C:15]4[C:20](=[CH:21][CH:22]=3)[C:19](=[O:23])[NH:18][CH:17]=[CH:16]4)[CH:7]=2)[CH2:3][CH2:2]1.C(=O)([O-])[O-].[K+].[K+].Br[CH:32]([C:34]1[CH:39]=[CH:38][CH:37]=[CH:36][CH:35]=1)[CH3:33]. Product: [CH:1]1([NH:4][C:5](=[O:24])[C:6]2[CH:11]=[CH:10][C:9]([CH3:12])=[C:8]([C:13]3[CH:14]=[C:15]4[C:20](=[CH:21][CH:22]=3)[C:19](=[O:23])[N:18]([CH:32]([C:34]3[CH:39]=[CH:38][CH:37]=[CH:36][CH:35]=3)[CH3:33])[CH:17]=[CH:16]4)[CH:7]=2)[CH2:2][CH2:3]1. The catalyst class is: 3. (3) Reactant: F[C:2]1[CH:7]=[CH:6][C:5]([N+:8]([O-:10])=[O:9])=[CH:4][C:3]=1[F:11].[F:12][C:13]([F:17])([F:16])[CH2:14][OH:15].C(=O)([O-])[O-].[K+].[K+]. The catalyst class is: 9. Product: [F:11][C:3]1[CH:4]=[C:5]([N+:8]([O-:10])=[O:9])[CH:6]=[CH:7][C:2]=1[O:15][CH2:14][C:13]([F:17])([F:16])[F:12]. (4) Reactant: Br[C:2]1[CH:3]=[N:4][CH:5]=[C:6]([CH:9]=1)[C:7]#[N:8].C[Sn](C)(C)[Sn](C)(C)C.[NH2:18][C:19]1[N:23]([CH3:24])[C:22](=[O:25])[C:21]([C:33]2[CH:38]=[CH:37][C:36]([F:39])=[C:35](Br)[CH:34]=2)([C:26]2[CH:31]=[CH:30][C:29]([OH:32])=[CH:28][CH:27]=2)[N:20]=1. Product: [NH2:18][C:19]1[N:23]([CH3:24])[C:22](=[O:25])[C:21]([C:33]2[CH:34]=[CH:35][C:36]([F:39])=[C:37]([C:2]3[CH:3]=[N:4][CH:5]=[C:6]([CH:9]=3)[C:7]#[N:8])[CH:38]=2)([C:26]2[CH:31]=[CH:30][C:29]([OH:32])=[CH:28][CH:27]=2)[N:20]=1. The catalyst class is: 602.